From a dataset of Full USPTO retrosynthesis dataset with 1.9M reactions from patents (1976-2016). Predict the reactants needed to synthesize the given product. (1) Given the product [CH:1]([C:4]1[N:8]=[C:7]([CH:9]2[CH2:14][CH2:13][CH:12]([NH:17][NH2:18])[CH2:11][CH2:10]2)[O:6][N:5]=1)([CH3:3])[CH3:2], predict the reactants needed to synthesize it. The reactants are: [CH:1]([C:4]1[N:8]=[C:7]([CH:9]2[CH2:14][CH2:13][C:12](=O)[CH2:11][CH2:10]2)[O:6][N:5]=1)([CH3:3])[CH3:2].O.[NH2:17][NH2:18].[BH4-].[Na+].O. (2) Given the product [N+:27]([C:24]1[CH:23]=[C:22]([N+:30]([O-:32])=[O:31])[CH:21]=[CH:26][C:25]=1[O:1][N:2]1[C:10](=[O:11])[C:9]2[C:4](=[CH:5][CH:6]=[CH:7][CH:8]=2)[C:3]1=[O:12])([O-:29])=[O:28], predict the reactants needed to synthesize it. The reactants are: [OH:1][N:2]1[C:10](=[O:11])[C:9]2[C:4](=[CH:5][CH:6]=[CH:7][CH:8]=2)[C:3]1=[O:12].C(N(CC)CC)C.Cl[C:21]1[CH:26]=[CH:25][C:24]([N+:27]([O-:29])=[O:28])=[CH:23][C:22]=1[N+:30]([O-:32])=[O:31]. (3) The reactants are: [C:1]([N:8]1[CH2:14][CH2:13][CH2:12][C@@H:9]1[CH2:10][OH:11])([O:3][C:4]([CH3:7])([CH3:6])[CH3:5])=[O:2].[S:15](Cl)([C:18]1[CH:24]=[CH:23][C:21]([CH3:22])=[CH:20][CH:19]=1)(=[O:17])=[O:16]. Given the product [C:4]([O:3][C:1]([N:8]1[CH2:14][CH2:13][CH2:12][C@@H:9]1[CH2:10][O:11][S:15]([C:18]1[CH:24]=[CH:23][C:21]([CH3:22])=[CH:20][CH:19]=1)(=[O:17])=[O:16])=[O:2])([CH3:7])([CH3:6])[CH3:5], predict the reactants needed to synthesize it. (4) Given the product [CH3:20][O:19][C:15]1[CH:14]=[C:13]([NH:12][C:4]2[N:3]=[C:2]([C:26]3[CH:27]=[CH:28][CH:29]=[C:30]4[C:25]=3[CH:24]=[CH:23][CH:22]=[N:21]4)[N:7]=[C:6]3[N:8]([CH3:11])[N:9]=[CH:10][C:5]=23)[CH:18]=[CH:17][CH:16]=1, predict the reactants needed to synthesize it. The reactants are: Cl[C:2]1[N:7]=[C:6]2[N:8]([CH3:11])[N:9]=[CH:10][C:5]2=[C:4]([NH:12][C:13]2[CH:18]=[CH:17][CH:16]=[C:15]([O:19][CH3:20])[CH:14]=2)[N:3]=1.[N:21]1[C:30]2[CH:29]=[CH:28][CH:27]=[C:26](B(O)O)[C:25]=2[CH:24]=[CH:23][CH:22]=1. (5) Given the product [Si:11]([O:28][CH2:29][CH2:30]/[CH:31]=[N:10]/[NH:9][C:5]1[CH:6]=[CH:7][CH:8]=[C:3]([Cl:2])[CH:4]=1)([C:24]([CH3:25])([CH3:26])[CH3:27])([C:18]1[CH:19]=[CH:20][CH:21]=[CH:22][CH:23]=1)[C:12]1[CH:17]=[CH:16][CH:15]=[CH:14][CH:13]=1, predict the reactants needed to synthesize it. The reactants are: Cl.[Cl:2][C:3]1[CH:4]=[C:5]([NH:9][NH2:10])[CH:6]=[CH:7][CH:8]=1.[Si:11]([O:28][CH2:29][CH2:30][CH:31]=O)([C:24]([CH3:27])([CH3:26])[CH3:25])([C:18]1[CH:23]=[CH:22][CH:21]=[CH:20][CH:19]=1)[C:12]1[CH:17]=[CH:16][CH:15]=[CH:14][CH:13]=1.